Dataset: Peptide-MHC class II binding affinity with 134,281 pairs from IEDB. Task: Regression. Given a peptide amino acid sequence and an MHC pseudo amino acid sequence, predict their binding affinity value. This is MHC class II binding data. The peptide sequence is YDKFLANVSTWLTGK. The MHC is DRB1_0802 with pseudo-sequence DRB1_0802. The binding affinity (normalized) is 0.791.